From a dataset of Reaction yield outcomes from USPTO patents with 853,638 reactions. Predict the reaction yield, written as a fraction of the theoretical maximum amount of product (1.0 means a 100% yield; for example, 0.34 means a 34% yield). (1) The reactants are Br[C:2]1[C:7](=[O:8])[N:6]([CH2:9][C:10]2[CH:15]=[CH:14][C:13]([C:16]3[C:17]([C:22]#[N:23])=[CH:18][CH:19]=[CH:20][CH:21]=3)=[CH:12][CH:11]=2)[C:5]([CH2:24][CH2:25][CH3:26])=[N:4][C:3]=1[CH2:27][CH3:28].[NH:29]1[CH2:34][CH2:33][O:32][CH2:31][CH2:30]1. No catalyst specified. The product is [N:29]1([CH:27]([C:3]2[N:4]=[C:5]([CH2:24][CH2:25][CH3:26])[N:6]([CH2:9][C:10]3[CH:15]=[CH:14][C:13]([C:16]4[C:17]([C:22]#[N:23])=[CH:18][CH:19]=[CH:20][CH:21]=4)=[CH:12][CH:11]=3)[C:7](=[O:8])[CH:2]=2)[CH3:28])[CH2:34][CH2:33][O:32][CH2:31][CH2:30]1. The yield is 0.830. (2) The reactants are [Cl:1][C:2]1[CH:7]=[CH:6][C:5]([N:8]2[C:16]([C:17]([NH:19][CH3:20])=[O:18])=[C:15]3[C:10]([CH:11]=[C:12]([N+:24]([O-])=O)[C:13]([CH:21]4[CH2:23][CH2:22]4)=[CH:14]3)=[N:9]2)=[CH:4][CH:3]=1. The catalyst is C1COCC1.CO.[Ni]. The product is [NH2:24][C:12]1[C:13]([CH:21]2[CH2:23][CH2:22]2)=[CH:14][C:15]2[C:10]([CH:11]=1)=[N:9][N:8]([C:5]1[CH:4]=[CH:3][C:2]([Cl:1])=[CH:7][CH:6]=1)[C:16]=2[C:17]([NH:19][CH3:20])=[O:18]. The yield is 0.830. (3) The reactants are Cl[C:2]1[N:7]=[C:6]([C:8]2[CH:13]=[CH:12][C:11]([O:14][C:15]3[CH:20]=[CH:19][CH:18]=[CH:17][CH:16]=3)=[CH:10][CH:9]=2)[C:5]([C:21]([NH2:23])=[O:22])=[CH:4][N:3]=1.C([O-])([O-])=O.[K+].[K+].[C:30]([O:34][C:35]([N:37]1[CH2:40][CH:39](N2C=C(C(O)=O)C(C3C=CC(OC4C=CC=CC=4)=CC=3)=N2)[CH2:38]1)=[O:36])([CH3:33])([CH3:32])[CH3:31].CO[CH2:64][CH2:65]OC. The catalyst is O.C1C=CC([P]([Pd]([P](C2C=CC=CC=2)(C2C=CC=CC=2)C2C=CC=CC=2)([P](C2C=CC=CC=2)(C2C=CC=CC=2)C2C=CC=CC=2)[P](C2C=CC=CC=2)(C2C=CC=CC=2)C2C=CC=CC=2)(C2C=CC=CC=2)C2C=CC=CC=2)=CC=1. The product is [C:21]([C:5]1[C:6]([C:8]2[CH:13]=[CH:12][C:11]([O:14][C:15]3[CH:20]=[CH:19][CH:18]=[CH:17][CH:16]=3)=[CH:10][CH:9]=2)=[N:7][C:2]([C:38]2[CH2:39][CH2:40][N:37]([C:35]([O:34][C:30]([CH3:31])([CH3:32])[CH3:33])=[O:36])[CH2:65][CH:64]=2)=[N:3][CH:4]=1)(=[O:22])[NH2:23]. The yield is 0.710. (4) The reactants are [NH2:1][C@@H:2]([CH2:33][C:34]1[CH:39]=[CH:38][CH:37]=[CH:36][CH:35]=1)[CH2:3][C@H:4]([OH:32])[C@@H:5]([NH:19][C:20]([C@@H:22]([NH:27][C:28](=[O:31])[O:29][CH3:30])[C:23]([CH3:26])([CH3:25])[CH3:24])=[O:21])[CH2:6][C:7]1[CH:12]=[CH:11][C:10]([C:13]2[CH:18]=[CH:17][CH:16]=[CH:15][N:14]=2)=[CH:9][CH:8]=1.[CH3:40][C:41]([CH3:64])([CH3:63])[C@H:42]([N:46]1[CH2:50][CH2:49][N:48]([CH2:51][C:52]2[N:56]([CH3:57])[C:55]3[CH:58]=[CH:59][CH:60]=[CH:61][C:54]=3[N:53]=2)[C:47]1=[O:62])[C:43](O)=[O:44].CCOP(ON1N=NC2C=CC=CC=2C1=O)(OCC)=O.C(N(CC)C(C)C)(C)C. The catalyst is C1COCC1. The product is [CH3:40][C:41]([CH3:64])([CH3:63])[C@H:42]([N:46]1[CH2:50][CH2:49][N:48]([CH2:51][C:52]2[N:56]([CH3:57])[C:55]3[CH:58]=[CH:59][CH:60]=[CH:61][C:54]=3[N:53]=2)[C:47]1=[O:62])[C:43]([NH:1][C@@H:2]([CH2:33][C:34]1[CH:35]=[CH:36][CH:37]=[CH:38][CH:39]=1)[CH2:3][C@H:4]([OH:32])[C@@H:5]([NH:19][C:20]([C@@H:22]([NH:27][C:28](=[O:31])[O:29][CH3:30])[C:23]([CH3:25])([CH3:26])[CH3:24])=[O:21])[CH2:6][C:7]1[CH:12]=[CH:11][C:10]([C:13]2[CH:18]=[CH:17][CH:16]=[CH:15][N:14]=2)=[CH:9][CH:8]=1)=[O:44]. The yield is 0.510. (5) The reactants are C([O:5][C:6](=[O:17])[CH2:7][N:8]1[C:12]2[CH:13]=[CH:14][CH:15]=[CH:16][C:11]=2[N:10]=[CH:9]1)(C)(C)C.[F:18][C:19]([F:24])([F:23])[C:20]([O-:22])=[O:21].C(CN1C2C=CC=CC=2[NH+]=C1)(O)=O.FC(F)(F)C(O)=O. The catalyst is ClCCl. The product is [F:18][C:19]([F:24])([F:23])[C:20]([O-:22])=[O:21].[C:6]([CH2:7][N:8]1[C:12]2[CH:13]=[CH:14][CH:15]=[CH:16][C:11]=2[NH+:10]=[CH:9]1)([OH:17])=[O:5]. The yield is 1.00. (6) The product is [C:14]([C:18]1[N:22]([CH2:23][CH:24]2[CH2:25][CH2:26][O:27][CH2:28][CH2:29]2)[C:21]2[CH:30]=[CH:31][C:32]([S:34]([N:9]3[CH:10]=[CH:11][C:7]([C:5]([NH:4][CH:1]4[CH2:3][CH2:2]4)=[O:6])=[CH:8]3)(=[O:35])=[O:36])=[CH:33][C:20]=2[N:19]=1)([CH3:17])([CH3:15])[CH3:16]. The catalyst is C1COCC1.CN(C=O)C. The reactants are [CH:1]1([NH:4][C:5]([C:7]2[CH:11]=[CH:10][NH:9][CH:8]=2)=[O:6])[CH2:3][CH2:2]1.[H-].[Na+].[C:14]([C:18]1[N:22]([CH2:23][CH:24]2[CH2:29][CH2:28][O:27][CH2:26][CH2:25]2)[C:21]2[CH:30]=[CH:31][C:32]([S:34](Cl)(=[O:36])=[O:35])=[CH:33][C:20]=2[N:19]=1)([CH3:17])([CH3:16])[CH3:15]. The yield is 0.510.